The task is: Regression. Given two drug SMILES strings and cell line genomic features, predict the synergy score measuring deviation from expected non-interaction effect.. This data is from Merck oncology drug combination screen with 23,052 pairs across 39 cell lines. Drug 1: COc1cccc2c1C(=O)c1c(O)c3c(c(O)c1C2=O)CC(O)(C(=O)CO)CC3OC1CC(N)C(O)C(C)O1. Drug 2: CCc1cnn2c(NCc3ccc[n+]([O-])c3)cc(N3CCCCC3CCO)nc12. Cell line: COLO320DM. Synergy scores: synergy=6.85.